Dataset: Full USPTO retrosynthesis dataset with 1.9M reactions from patents (1976-2016). Task: Predict the reactants needed to synthesize the given product. (1) Given the product [CH3:30][O:12][C:11](=[O:13])[CH2:10][C:2]1[O:1][C:5]2[CH:6]=[CH:7][CH:8]=[CH:9][C:4]=2[C:3]=1[C:14](=[O:23])[C:15]1[CH:20]=[CH:19][C:18]([O:21][CH3:22])=[CH:17][CH:16]=1, predict the reactants needed to synthesize it. The reactants are: [O:1]1[C:5]2[CH:6]=[CH:7][CH:8]=[CH:9][C:4]=2[CH:3]=[C:2]1[CH2:10][C:11]([OH:13])=[O:12].[C:14](Cl)(=[O:23])[C:15]1[CH:20]=[CH:19][C:18]([O:21][CH3:22])=[CH:17][CH:16]=1.[Sn](Cl)(Cl)(Cl)Cl.[CH2:30](Cl)Cl. (2) Given the product [CH3:4][N:5]([CH3:20])[C:6]1[CH:19]=[C:18]2[C:9](=[CH:8][CH:7]=1)[N:10]=[C:11]1[C:16](=[CH:15][C:14](=[C:56]([C:55]#[N:59])[C:57]#[N:58])[CH:13]=[CH:12]1)[S:17]2, predict the reactants needed to synthesize it. The reactants are: [I-].[I-].[I-].[CH3:4][N:5]([CH3:20])[C:6]1[CH:7]=[CH:8][C:9]2[C:18]([CH:19]=1)=[S+:17][C:16]1[C:11](=[CH:12][CH:13]=[CH:14][CH:15]=1)[N:10]=2.[CH3:4][N:5]([C:6]1[CH:7]=[CH:8][C:9]2[C:18]([CH:19]=1)=[S+:17][C:16]1[C:11](=[CH:12][CH:13]=[CH:14][CH:15]=1)[N:10]=2)[CH3:20].[CH3:4][N:5]([C:6]1[CH:7]=[CH:8][C:9]2[C:18]([CH:19]=1)=[S+:17][C:16]1[C:11](=[CH:12][CH:13]=[CH:14][CH:15]=1)[N:10]=2)[CH3:20].[C:55](#[N:59])[CH2:56][C:57]#[N:58].C(=O)([O-])[O-].[Na+].[Na+].C(Cl)Cl.